This data is from CYP2C19 inhibition data for predicting drug metabolism from PubChem BioAssay. The task is: Regression/Classification. Given a drug SMILES string, predict its absorption, distribution, metabolism, or excretion properties. Task type varies by dataset: regression for continuous measurements (e.g., permeability, clearance, half-life) or binary classification for categorical outcomes (e.g., BBB penetration, CYP inhibition). Dataset: cyp2c19_veith. (1) The drug is CC(CCc1ccccc1)NC(=O)C(=O)NCCO. The result is 1 (inhibitor). (2) The molecule is N/C(=N\OC(=O)Cc1ccc(Cl)cc1)c1cccnc1. The result is 1 (inhibitor). (3) The drug is CN(C)CCNc1nc2c(c(=O)n(C)c(=O)n2C)n1C. The result is 0 (non-inhibitor).